Dataset: Full USPTO retrosynthesis dataset with 1.9M reactions from patents (1976-2016). Task: Predict the reactants needed to synthesize the given product. (1) Given the product [CH2:4]([C:11]1[CH:12]=[C:13]([C:16]([OH:18])=[O:17])[S:14][CH:15]=1)[CH2:5][CH2:6][CH2:7][CH2:8][CH2:9][CH3:10], predict the reactants needed to synthesize it. The reactants are: O.[OH-].[Li+].[CH2:4]([C:11]1[CH:12]=[C:13]([C:16]([O:18]CC)=[O:17])[S:14][CH:15]=1)[CH2:5][CH2:6][CH2:7][CH2:8][CH2:9][CH3:10]. (2) Given the product [C:22]([O:21][C:19](=[O:20])[NH:26][C:27]1[CH:32]=[CH:31][C:30]([C:7]2[CH:12]=[CH:11][C:10]([C:13]#[N:14])=[C:9]([F:15])[C:8]=2[F:16])=[CH:29][C:28]=1[F:36])([CH3:25])([CH3:23])[CH3:24], predict the reactants needed to synthesize it. The reactants are: FC(F)(F)S(O[C:7]1[CH:12]=[CH:11][C:10]([C:13]#[N:14])=[C:9]([F:15])[C:8]=1[F:16])(=O)=O.[C:19]([NH:26][C:27]1[CH:32]=[CH:31][C:30](B(O)O)=[CH:29][C:28]=1[F:36])([O:21][C:22]([CH3:25])([CH3:24])[CH3:23])=[O:20].C(=O)([O-])[O-].[Na+].[Na+].O.